Dataset: Reaction yield outcomes from USPTO patents with 853,638 reactions. Task: Predict the reaction yield, written as a fraction of the theoretical maximum amount of product (1.0 means a 100% yield; for example, 0.34 means a 34% yield). (1) The reactants are [Cl:1][C:2]1[CH:3]=[C:4]([CH:8]([NH2:10])[CH3:9])[CH:5]=[CH:6][CH:7]=1.F[C:12]1[CH:17]=[C:16]([F:18])[CH:15]=[CH:14][C:13]=1[N+:19]([O-:21])=[O:20].C(N(CC)C(C)C)(C)C. The catalyst is C(#N)C. The product is [Cl:1][C:2]1[CH:3]=[C:4]([CH:8]([NH:10][C:12]2[CH:17]=[C:16]([F:18])[CH:15]=[CH:14][C:13]=2[N+:19]([O-:21])=[O:20])[CH3:9])[CH:5]=[CH:6][CH:7]=1. The yield is 0.570. (2) The reactants are [CH3:1][O:2][C:3]1[CH:4]=[C:5]2[C:10](=[CH:11][CH:12]=1)[CH:9]=[C:8]([C:13](=O)[CH2:14][CH2:15][C:16]([C:18]1[CH:23]=[CH:22][CH:21]=[CH:20][CH:19]=1)=O)[CH:7]=[CH:6]2.[NH2:25][C:26]1[CH:31]=[CH:30][CH:29]=[CH:28][CH:27]=1. No catalyst specified. The product is [CH3:1][O:2][C:3]1[CH:4]=[C:5]2[C:10](=[CH:11][CH:12]=1)[CH:9]=[C:8]([C:13]1[N:25]([C:26]3[CH:31]=[CH:30][CH:29]=[CH:28][CH:27]=3)[C:16]([C:18]3[CH:23]=[CH:22][CH:21]=[CH:20][CH:19]=3)=[CH:15][CH:14]=1)[CH:7]=[CH:6]2. The yield is 0.770.